This data is from NCI-60 drug combinations with 297,098 pairs across 59 cell lines. The task is: Regression. Given two drug SMILES strings and cell line genomic features, predict the synergy score measuring deviation from expected non-interaction effect. (1) Drug 1: CN1C(=O)N2C=NC(=C2N=N1)C(=O)N. Drug 2: CC12CCC3C(C1CCC2O)C(CC4=C3C=CC(=C4)O)CCCCCCCCCS(=O)CCCC(C(F)(F)F)(F)F. Cell line: NCI-H322M. Synergy scores: CSS=-5.68, Synergy_ZIP=1.97, Synergy_Bliss=-1.48, Synergy_Loewe=-6.06, Synergy_HSA=-5.69. (2) Drug 1: CCC1(CC2CC(C3=C(CCN(C2)C1)C4=CC=CC=C4N3)(C5=C(C=C6C(=C5)C78CCN9C7C(C=CC9)(C(C(C8N6C=O)(C(=O)OC)O)OC(=O)C)CC)OC)C(=O)OC)O.OS(=O)(=O)O. Drug 2: C1=NC2=C(N1)C(=S)N=CN2. Cell line: HCC-2998. Synergy scores: CSS=24.5, Synergy_ZIP=-1.77, Synergy_Bliss=1.70, Synergy_Loewe=-3.09, Synergy_HSA=-1.02. (3) Synergy scores: CSS=3.21, Synergy_ZIP=0.0690, Synergy_Bliss=0.239, Synergy_Loewe=-4.04, Synergy_HSA=-3.48. Drug 1: CC12CCC3C(C1CCC2O)C(CC4=C3C=CC(=C4)O)CCCCCCCCCS(=O)CCCC(C(F)(F)F)(F)F. Drug 2: CS(=O)(=O)OCCCCOS(=O)(=O)C. Cell line: HCT-15. (4) Drug 1: C1=CC(=CC=C1CCCC(=O)O)N(CCCl)CCCl. Drug 2: CCC1(C2=C(COC1=O)C(=O)N3CC4=CC5=C(C=CC(=C5CN(C)C)O)N=C4C3=C2)O.Cl. Cell line: SK-MEL-2. Synergy scores: CSS=4.49, Synergy_ZIP=-4.45, Synergy_Bliss=-3.09, Synergy_Loewe=-6.88, Synergy_HSA=-3.18. (5) Drug 1: CCCS(=O)(=O)NC1=C(C(=C(C=C1)F)C(=O)C2=CNC3=C2C=C(C=N3)C4=CC=C(C=C4)Cl)F. Drug 2: CC1=C2C(C(=O)C3(C(CC4C(C3C(C(C2(C)C)(CC1OC(=O)C(C(C5=CC=CC=C5)NC(=O)OC(C)(C)C)O)O)OC(=O)C6=CC=CC=C6)(CO4)OC(=O)C)OC)C)OC. Cell line: SF-268. Synergy scores: CSS=63.8, Synergy_ZIP=25.0, Synergy_Bliss=26.8, Synergy_Loewe=-5.07, Synergy_HSA=25.1. (6) Drug 1: CCCS(=O)(=O)NC1=C(C(=C(C=C1)F)C(=O)C2=CNC3=C2C=C(C=N3)C4=CC=C(C=C4)Cl)F. Drug 2: CCC1=CC2CC(C3=C(CN(C2)C1)C4=CC=CC=C4N3)(C5=C(C=C6C(=C5)C78CCN9C7C(C=CC9)(C(C(C8N6C)(C(=O)OC)O)OC(=O)C)CC)OC)C(=O)OC.C(C(C(=O)O)O)(C(=O)O)O. Cell line: BT-549. Synergy scores: CSS=54.6, Synergy_ZIP=9.10, Synergy_Bliss=8.63, Synergy_Loewe=-29.6, Synergy_HSA=7.02. (7) Drug 1: CNC(=O)C1=CC=CC=C1SC2=CC3=C(C=C2)C(=NN3)C=CC4=CC=CC=N4. Drug 2: CN(CCCl)CCCl.Cl. Cell line: BT-549. Synergy scores: CSS=6.17, Synergy_ZIP=0.789, Synergy_Bliss=5.70, Synergy_Loewe=-0.0369, Synergy_HSA=2.82.